Task: Regression. Given two drug SMILES strings and cell line genomic features, predict the synergy score measuring deviation from expected non-interaction effect.. Dataset: NCI-60 drug combinations with 297,098 pairs across 59 cell lines Drug 1: CC1OCC2C(O1)C(C(C(O2)OC3C4COC(=O)C4C(C5=CC6=C(C=C35)OCO6)C7=CC(=C(C(=C7)OC)O)OC)O)O. Drug 2: C1CCC(C(C1)N)N.C(=O)(C(=O)[O-])[O-].[Pt+4]. Cell line: SK-MEL-2. Synergy scores: CSS=30.5, Synergy_ZIP=-0.0451, Synergy_Bliss=0.810, Synergy_Loewe=-3.82, Synergy_HSA=1.81.